From a dataset of Catalyst prediction with 721,799 reactions and 888 catalyst types from USPTO. Predict which catalyst facilitates the given reaction. (1) Reactant: [Br:1][C:2]1[CH:9]=[C:8]([F:10])[C:5]([CH:6]=O)=[C:4](F)[CH:3]=1.C(O)(=O)C(O)=O.[CH2:18]([NH:20][NH2:21])[CH3:19]. Product: [Br:1][C:2]1[CH:3]=[C:4]2[C:5]([CH:6]=[N:21][N:20]2[CH2:18][CH3:19])=[C:8]([F:10])[CH:9]=1. The catalyst class is: 37. (2) Reactant: [O:1]1[CH:5]=[CH:4][CH:3]=[C:2]1[C:6]1[O:7][C:8]([CH3:37])=[C:9]([CH2:11][O:12][C:13]2[CH:34]=[CH:33][C:16]([CH2:17][O:18][C:19]3[C:23]([CH:24]=O)=[CH:22][N:21]([CH2:26][C:27]4[CH:28]=[N:29][CH:30]=[CH:31][CH:32]=4)[N:20]=3)=[CH:15][C:14]=2[O:35][CH3:36])[N:10]=1.[CH2:38](P(=O)(OCC)OCC)[P:39](=[O:46])([O:43][CH2:44][CH3:45])[O:40][CH2:41][CH3:42].CN(C)C=O.[H-].[Na+]. Product: [O:1]1[CH:5]=[CH:4][CH:3]=[C:2]1[C:6]1[O:7][C:8]([CH3:37])=[C:9]([CH2:11][O:12][C:13]2[CH:34]=[CH:33][C:16]([CH2:17][O:18][C:19]3[C:23](/[CH:24]=[CH:38]/[P:39](=[O:46])([O:43][CH2:44][CH3:45])[O:40][CH2:41][CH3:42])=[CH:22][N:21]([CH2:26][C:27]4[CH:28]=[N:29][CH:30]=[CH:31][CH:32]=4)[N:20]=3)=[CH:15][C:14]=2[O:35][CH3:36])[N:10]=1. The catalyst class is: 6. (3) Reactant: [Cl:1][C:2]1[N:6]([CH3:7])[C:5]2[C:8]([CH:14]([CH2:17][CH3:18])[CH2:15][CH3:16])=[CH:9][CH:10]=[C:11]([O:12][CH3:13])[C:4]=2[N:3]=1.[CH3:19][N:20]([CH2:22][C:23]1[CH:28]=[C:27]([O:29][C:30]([F:33])([F:32])[F:31])[CH:26]=[C:25]([CH3:34])[C:24]=1[OH:35])[CH3:21].Cl. Product: [ClH:1].[CH2:15]([CH:14]([C:8]1[C:5]2[N:6]([CH3:7])[C:2]([O:35][C:24]3[C:25]([CH3:34])=[CH:26][C:27]([O:29][C:30]([F:31])([F:32])[F:33])=[CH:28][C:23]=3[CH2:22][N:20]([CH3:19])[CH3:21])=[N:3][C:4]=2[C:11]([O:12][CH3:13])=[CH:10][CH:9]=1)[CH2:17][CH3:18])[CH3:16]. The catalyst class is: 13.